Dataset: Catalyst prediction with 721,799 reactions and 888 catalyst types from USPTO. Task: Predict which catalyst facilitates the given reaction. (1) Reactant: F[C:2]1[CH:3]=[N:4][CH:5]=[C:6]([F:10])[C:7]=1[CH:8]=O.[C:11]([O:15][C:16]([CH3:19])([CH3:18])[CH3:17])(=[O:14])[CH2:12][SH:13].C(=O)([O-])[O-].[Cs+].[Cs+]. Product: [C:16]([O:15][C:11]([C:12]1[S:13][C:2]2=[CH:3][N:4]=[CH:5][C:6]([F:10])=[C:7]2[CH:8]=1)=[O:14])([CH3:19])([CH3:18])[CH3:17]. The catalyst class is: 1. (2) Reactant: [CH3:1][N:2]([CH2:4][CH2:5][CH2:6][C:7]1([C:18]2[CH:19]=[CH:20][C:21]([F:24])=[CH:22][CH:23]=2)[O:15][CH2:14][C:13]2[CH:12]=[C:11]([C:16]#[N:17])[CH:10]=[CH:9][C:8]1=2)[CH3:3].C[Si](C)(C)[Br:27]. The catalyst class is: 32. Product: [CH3:1][N:2]([CH2:4][CH2:5][CH2:6][C:7]1([C:18]2[CH:23]=[CH:22][C:21]([F:24])=[CH:20][CH:19]=2)[O:15][CH2:14][C:13]2[CH:12]=[C:11]([C:16]#[N:17])[CH:10]=[CH:9][C:8]1=2)[CH3:3].[BrH:27]. (3) Reactant: Cl[C:2]1[CH:3]=[CH:4][C:5]([N+:12]([O-:14])=[O:13])=[C:6]([CH:11]=1)[C:7]([O:9][CH3:10])=[O:8].[N+:15]([C:18]1[CH:23]=[CH:22][C:21]([SH:24])=[CH:20][CH:19]=1)([O-:17])=[O:16].C([O-])([O-])=O.[K+].[K+]. Product: [N+:12]([C:5]1[CH:4]=[CH:3][C:2]([S:24][C:21]2[CH:22]=[CH:23][C:18]([N+:15]([O-:17])=[O:16])=[CH:19][CH:20]=2)=[CH:11][C:6]=1[C:7]([O:9][CH3:10])=[O:8])([O-:14])=[O:13]. The catalyst class is: 3. (4) Reactant: [CH3:1][N:2]1[CH2:6][CH2:5][CH:4]([C:7]2[CH:8]=[C:9]3[C:13](=[CH:14][CH:15]=2)[NH:12][C:11]([C:16]([OH:18])=O)=[CH:10]3)[CH2:3]1.[F:19][C:20]1[CH:21]=[C:22]([CH:24]=[CH:25][CH:26]=1)[NH2:23].C(N(CC)C(C)C)(C)C.CCCP1(OP(CCC)(=O)OP(CCC)(=O)O1)=O. Product: [F:19][C:20]1[CH:21]=[C:22]([NH:23][C:16]([C:11]2[NH:12][C:13]3[C:9]([CH:10]=2)=[CH:8][C:7]([CH:4]2[CH2:5][CH2:6][N:2]([CH3:1])[CH2:3]2)=[CH:15][CH:14]=3)=[O:18])[CH:24]=[CH:25][CH:26]=1. The catalyst class is: 435. (5) Reactant: [N+:1]([C:4]1[CH:13]=[C:12]2[C:7]([CH2:8][CH2:9][CH2:10][CH:11]2[OH:14])=[CH:6][CH:5]=1)([O-])=O. Product: [NH2:1][C:4]1[CH:13]=[C:12]2[C:7]([CH2:8][CH2:9][CH2:10][CH:11]2[OH:14])=[CH:6][CH:5]=1. The catalyst class is: 5.